From a dataset of Forward reaction prediction with 1.9M reactions from USPTO patents (1976-2016). Predict the product of the given reaction. (1) Given the reactants [CH3:1][C:2]1[CH:11]=[CH:10][CH:9]=[C:8]2[C:3]=1[CH2:4][CH2:5][CH2:6][C:7]2=O.[C:13]([S@:17]([NH2:19])=[O:18])([CH3:16])([CH3:15])[CH3:14].[BH4-].[Na+], predict the reaction product. The product is: [CH3:14][C:13]([S:17]([NH:19][C@@H:7]1[C:8]2[C:3](=[C:2]([CH3:1])[CH:11]=[CH:10][CH:9]=2)[CH2:4][CH2:5][CH2:6]1)=[O:18])([CH3:16])[CH3:15]. (2) Given the reactants [F:1][C:2]([F:28])([F:27])[C:3]1[CH:4]=[C:5]([C@H:13]([O:15][C@@H:16]2[C@@H:20]([C:21]3[CH:26]=[CH:25][CH:24]=[CH:23][CH:22]=3)[CH2:19][NH:18][CH2:17]2)[CH3:14])[CH:6]=[C:7]([C:9]([F:12])([F:11])[F:10])[CH:8]=1.C1C=CC2N(O)N=NC=2C=1.[C:39]([O:43][C:44]([N:46]1[CH:50]([C:51](O)=[O:52])[CH2:49][O:48][C:47]1([CH3:55])[CH3:54])=[O:45])([CH3:42])([CH3:41])[CH3:40].C(N(CC)CC)C.C(Cl)CCl, predict the reaction product. The product is: [F:11][C:9]([F:12])([F:10])[C:7]1[CH:6]=[C:5]([C@H:13]([O:15][C@@H:16]2[C@@H:20]([C:21]3[CH:22]=[CH:23][CH:24]=[CH:25][CH:26]=3)[CH2:19][N:18]([C:51]([CH:50]3[CH2:49][O:48][C:47]([CH3:55])([CH3:54])[N:46]3[C:44]([O:43][C:39]([CH3:42])([CH3:41])[CH3:40])=[O:45])=[O:52])[CH2:17]2)[CH3:14])[CH:4]=[C:3]([C:2]([F:27])([F:1])[F:28])[CH:8]=1. (3) Given the reactants C(N(C(C)C)CC)(C)C.[F:10][C:11]1[CH:16]=[CH:15][C:14]([CH2:17][C:18]2[C:27]3[C:22](=[CH:23][CH:24]=[CH:25][CH:26]=3)[C:21](=[O:28])[NH:20][N:19]=2)=[CH:13][C:12]=1[NH:29][C:30]([CH2:32][N:33]([CH3:38])[CH2:34][C:35]([OH:37])=O)=[O:31].[Cl-].[Na+], predict the reaction product. The product is: [F:10][C:11]1[CH:16]=[CH:15][C:14]([CH2:17][C:18]2[C:27]3[C:22](=[CH:23][CH:24]=[CH:25][CH:26]=3)[C:21](=[O:28])[NH:20][N:19]=2)=[CH:13][C:12]=1[N:29]1[C:30](=[O:31])[CH2:32][N:33]([CH3:38])[CH2:34][C:35]1=[O:37]. (4) Given the reactants Cl.[O:2]1[CH2:8][CH2:7][CH2:6][NH:5][CH2:4][CH2:3]1.[C:9]([C:11]1[CH:18]=[CH:17][C:14]([CH:15]=O)=[CH:13][CH:12]=1)#[CH:10].C(O[BH-](OC(=O)C)OC(=O)C)(=O)C.[Na+].C(=O)([O-])O.[Na+], predict the reaction product. The product is: [C:9]([C:11]1[CH:18]=[CH:17][C:14]([CH2:15][N:5]2[CH2:6][CH2:7][CH2:8][O:2][CH2:3][CH2:4]2)=[CH:13][CH:12]=1)#[CH:10]. (5) Given the reactants [H-].[Al+3].[Li+].[H-].[H-].[H-].[Cl-:7].[Al+3].[Cl-].[Cl-].[S:11]1[C:15]2[CH:16]=[CH:17][CH:18]=[CH:19][C:14]=2[C:13]([CH2:20][C:21]#[N:22])=[CH:12]1.[OH-].[Na+], predict the reaction product. The product is: [ClH:7].[S:11]1[C:15]2[CH:16]=[CH:17][CH:18]=[CH:19][C:14]=2[C:13]([CH2:20][CH2:21][NH2:22])=[CH:12]1. (6) Given the reactants CC1N=C(N[S:9]([C:12]2[CH:17]=[CH:16][C:15]([C:18]3[CH:23]=[CH:22][C:21]([C:24]#[N:25])=[CH:20][CH:19]=3)=[CH:14][CH:13]=2)(=[O:11])=[O:10])C=CC=1.[CH:26]([C:29]1[N:34]=[C:33]([NH2:35])[CH:32]=[CH:31][CH:30]=1)([CH3:28])[CH3:27], predict the reaction product. The product is: [CH:26]([C:29]1[N:34]=[C:33]([NH:35][S:9]([C:12]2[CH:13]=[CH:14][C:15]([C:18]3[CH:23]=[CH:22][C:21]([C:24]#[N:25])=[CH:20][CH:19]=3)=[CH:16][CH:17]=2)(=[O:11])=[O:10])[CH:32]=[CH:31][CH:30]=1)([CH3:28])[CH3:27]. (7) Given the reactants [C:1]1([Mg]Br)[CH:6]=[CH:5][CH:4]=[CH:3][CH:2]=1.[C:9](=S)=S.[C:12]([SH:20])(=[S:19])[C:13]1[CH:18]=[CH:17][CH:16]=[CH:15][CH:14]=1.C(O[CH2:24][CH3:25])C, predict the reaction product. The product is: [C:12]([S:20][C:24]([C:1]1[CH:6]=[CH:5][CH:4]=[CH:3][CH:2]=1)([CH3:25])[CH3:9])(=[S:19])[C:13]1[CH:18]=[CH:17][CH:16]=[CH:15][CH:14]=1. (8) Given the reactants C1COCC1.[F:6][C:7]1[CH:8]=[C:9]([O:17][CH2:18][C:19]2[CH:24]=[CH:23][CH:22]=[CH:21][CH:20]=2)[C:10]([O:15][CH3:16])=[C:11]([CH2:13]O)[CH:12]=1.S(Cl)([Cl:27])=O.CN(C=O)C, predict the reaction product. The product is: [Cl:27][CH2:13][C:11]1[CH:12]=[C:7]([F:6])[CH:8]=[C:9]([O:17][CH2:18][C:19]2[CH:24]=[CH:23][CH:22]=[CH:21][CH:20]=2)[C:10]=1[O:15][CH3:16]. (9) Given the reactants O1CCCC1.[NH2:6][C:7]1[C:12]([C:13]2[O:17][N:16]=[C:15]([CH2:18][C:19]3[CH:24]=[CH:23][C:22]([OH:25])=[CH:21][CH:20]=3)[CH:14]=2)=[CH:11][CH:10]=[C:9]([NH2:26])[N:8]=1.[OH-].[Na+].Cl[CH2:30][C:31]1[CH:36]=[CH:35][C:34]([F:37])=[CH:33][N:32]=1, predict the reaction product. The product is: [F:37][C:34]1[CH:35]=[CH:36][C:31]([CH2:30][O:25][C:22]2[CH:23]=[CH:24][C:19]([CH2:18][C:15]3[CH:14]=[C:13]([C:12]4[C:7]([NH2:6])=[N:8][C:9]([NH2:26])=[CH:10][CH:11]=4)[O:17][N:16]=3)=[CH:20][CH:21]=2)=[N:32][CH:33]=1.